This data is from Full USPTO retrosynthesis dataset with 1.9M reactions from patents (1976-2016). The task is: Predict the reactants needed to synthesize the given product. (1) Given the product [Cl:1][C:2]1[CH:7]=[C:6]2[C:5]([NH:21][C:13](=[O:14])[C:12]3[N:8]2[CH:9]=[N:10][C:11]=3[C:17]([O:19][CH3:20])=[O:18])=[CH:4][CH:3]=1, predict the reactants needed to synthesize it. The reactants are: [Cl:1][C:2]1[CH:3]=[CH:4][C:5]([N+:21]([O-])=O)=[C:6]([N:8]2[C:12]([C:13](OC)=[O:14])=[C:11]([C:17]([O:19][CH3:20])=[O:18])[N:10]=[CH:9]2)[CH:7]=1. (2) Given the product [CH3:3][N:2]([CH3:1])[CH2:4][C:5]1([C:11]2[CH:16]=[CH:15][C:14]([O:17][CH2:19][CH2:20][CH2:21][N:22]3[CH2:26][CH2:25][CH2:24][CH:23]3[CH3:27])=[CH:13][CH:12]=2)[CH2:6][CH2:7][O:8][CH2:9][CH2:10]1, predict the reactants needed to synthesize it. The reactants are: [CH3:1][N:2]([CH2:4][C:5]1([C:11]2[CH:16]=[CH:15][C:14]([OH:17])=[CH:13][CH:12]=2)[CH2:10][CH2:9][O:8][CH2:7][CH2:6]1)[CH3:3].Cl[CH2:19][CH2:20][CH2:21][N:22]1[CH2:26][CH2:25][CH2:24][CH:23]1[CH3:27].C([O-])([O-])=O.[K+].[K+].N. (3) Given the product [S:42]1[CH:46]=[CH:45][CH:44]=[C:43]1[CH2:47][CH2:48][O:49][C:2]1[N:3]=[C:4]([NH2:41])[C:5]2[N:6]=[CH:7][N:8]([C:39]=2[N:40]=1)[C@@H:9]1[O:38][C@H:28]([CH2:29][O:30][Si:31]([C:34]([CH3:37])([CH3:36])[CH3:35])([CH3:33])[CH3:32])[C@@H:19]([O:20][Si:21]([C:24]([CH3:27])([CH3:26])[CH3:25])([CH3:23])[CH3:22])[C@H:10]1[O:11][Si:12]([C:15]([CH3:18])([CH3:17])[CH3:16])([CH3:14])[CH3:13], predict the reactants needed to synthesize it. The reactants are: Cl[C:2]1[N:3]=[C:4]([NH2:41])[C:5]2[N:6]=[CH:7][N:8]([C:39]=2[N:40]=1)[C@@H:9]1[O:38][C@H:28]([CH2:29][O:30][Si:31]([C:34]([CH3:37])([CH3:36])[CH3:35])([CH3:33])[CH3:32])[C@@H:19]([O:20][Si:21]([C:24]([CH3:27])([CH3:26])[CH3:25])([CH3:23])[CH3:22])[C@H:10]1[O:11][Si:12]([C:15]([CH3:18])([CH3:17])[CH3:16])([CH3:14])[CH3:13].[S:42]1[CH:46]=[CH:45][CH:44]=[C:43]1[CH2:47][CH2:48][OH:49].[H-].[Na+]. (4) Given the product [NH2:31][C:32]1[C:33]([C:39]([NH:1][C:2]2[CH:3]=[N:4][CH:5]=[CH:6][C:7]=2[C:8]2[CH:9]=[C:10]([N:16]([C:24]([O:26][C:27]([CH3:30])([CH3:29])[CH3:28])=[O:25])[C:17]([O:19][C:20]([CH3:22])([CH3:23])[CH3:21])=[O:18])[N:11]=[C:12]([S:14][CH3:15])[N:13]=2)=[O:40])=[N:34][C:35]([Br:38])=[CH:36][CH:37]=1, predict the reactants needed to synthesize it. The reactants are: [NH2:1][C:2]1[CH:3]=[N:4][CH:5]=[CH:6][C:7]=1[C:8]1[N:13]=[C:12]([S:14][CH3:15])[N:11]=[C:10]([N:16]([C:24]([O:26][C:27]([CH3:30])([CH3:29])[CH3:28])=[O:25])[C:17]([O:19][C:20]([CH3:23])([CH3:22])[CH3:21])=[O:18])[CH:9]=1.[NH2:31][C:32]1[C:33]([C:39](O)=[O:40])=[N:34][C:35]([Br:38])=[CH:36][CH:37]=1.C(Cl)CCl.C1C=NC2N(O)N=NC=2C=1. (5) Given the product [Br:7][CH2:8][CH2:9][CH2:10][CH2:11][CH2:12][CH2:13][CH2:14][CH2:15][CH2:16][CH2:17][CH2:18][O:19][CH:6]1[CH2:5][CH2:4][CH2:3][CH2:2][O:1]1, predict the reactants needed to synthesize it. The reactants are: [O:1]1[CH:6]=[CH:5][CH2:4][CH2:3][CH2:2]1.[Br:7][CH2:8][CH2:9][CH2:10][CH2:11][CH2:12][CH2:13][CH2:14][CH2:15][CH2:16][CH2:17][CH2:18][OH:19].